Dataset: Reaction yield outcomes from USPTO patents with 853,638 reactions. Task: Predict the reaction yield, written as a fraction of the theoretical maximum amount of product (1.0 means a 100% yield; for example, 0.34 means a 34% yield). The reactants are ClCCl.[CH3:4][S:5]([CH2:8][CH2:9][CH2:10][CH2:11][CH2:12][OH:13])(=[O:7])=[O:6].CS(C)=O. The catalyst is C(N(CC)CC)C. The product is [CH3:4][S:5]([CH2:8][CH2:9][CH2:10][CH2:11][CH:12]=[O:13])(=[O:7])=[O:6]. The yield is 0.540.